This data is from Full USPTO retrosynthesis dataset with 1.9M reactions from patents (1976-2016). The task is: Predict the reactants needed to synthesize the given product. (1) Given the product [CH2:1]([O:8][C:9]1[CH:10]=[C:11]2[C:12]([C:13](=[O:14])[NH:21][NH:22]2)=[CH:17][CH:18]=1)[C:2]1[CH:7]=[CH:6][CH:5]=[CH:4][CH:3]=1, predict the reactants needed to synthesize it. The reactants are: [CH2:1]([O:8][C:9]1[CH:18]=[CH:17][C:12]([C:13](OC)=[O:14])=[C:11](F)[CH:10]=1)[C:2]1[CH:7]=[CH:6][CH:5]=[CH:4][CH:3]=1.O.[NH2:21][NH2:22]. (2) Given the product [CH3:15][N:16]([CH3:17])[C:11](=[O:12])[CH2:10][CH2:9][C:8](=[O:14])[C:5]1[CH:6]=[CH:7][C:2]([F:1])=[CH:3][CH:4]=1, predict the reactants needed to synthesize it. The reactants are: [F:1][C:2]1[CH:7]=[CH:6][C:5]([C:8](=[O:14])[CH2:9][CH2:10][C:11](O)=[O:12])=[CH:4][CH:3]=1.[CH3:15][NH:16][CH3:17].